The task is: Regression. Given a peptide amino acid sequence and an MHC pseudo amino acid sequence, predict their binding affinity value. This is MHC class I binding data.. This data is from Peptide-MHC class I binding affinity with 185,985 pairs from IEDB/IMGT. (1) The peptide sequence is MGLIYNRM. The MHC is Mamu-B17 with pseudo-sequence Mamu-B17. The binding affinity (normalized) is 0. (2) The peptide sequence is AVFIHNFKRK. The MHC is HLA-A68:02 with pseudo-sequence HLA-A68:02. The binding affinity (normalized) is 0. (3) The peptide sequence is RPKILSMINY. The MHC is HLA-B51:01 with pseudo-sequence HLA-B51:01. The binding affinity (normalized) is 0.160. (4) The MHC is HLA-A68:02 with pseudo-sequence HLA-A68:02. The peptide sequence is GALSRRYPH. The binding affinity (normalized) is 0.0847. (5) The peptide sequence is AVFIHNFKRK. The MHC is HLA-B18:01 with pseudo-sequence HLA-B18:01. The binding affinity (normalized) is 0. (6) The peptide sequence is SVIDHIHYM. The MHC is HLA-C07:01 with pseudo-sequence HLA-C07:01. The binding affinity (normalized) is 0.699. (7) The binding affinity (normalized) is 0. The peptide sequence is CVRLNNPVIL. The MHC is HLA-A68:02 with pseudo-sequence HLA-A68:02.